From a dataset of Forward reaction prediction with 1.9M reactions from USPTO patents (1976-2016). Predict the product of the given reaction. (1) The product is: [Cl-:24].[Cl-:24].[NH2:1][C:2]1[N:7]=[CH:6][N:5]=[C:4]2[N:8]([CH:11]3[CH2:16][CH2:15][NH2+:14][CH2:13][CH2:12]3)[NH+:9]=[CH:10][C:3]=12. Given the reactants [NH2:1][C:2]1[N:7]=[CH:6][N:5]=[C:4]2[N:8]([CH:11]3[CH2:16][CH2:15][N:14](C(OC(C)(C)C)=O)[CH2:13][CH2:12]3)[N:9]=[CH:10][C:3]=12.[ClH:24].O1CCOCC1, predict the reaction product. (2) Given the reactants [OH:1]O.[NH2:3][C:4]1[C:13]2=[N:14][N:15]([CH2:23][CH2:24][CH3:25])[C:16]([CH2:17][C:18]([CH3:22])([CH3:21])[C:19]#[N:20])=[C:12]2[C:11]2[CH:10]=[CH:9][CH:8]=[N:7][C:6]=2[N:5]=1, predict the reaction product. The product is: [NH2:3][C:4]1[C:13]2=[N:14][N:15]([CH2:23][CH2:24][CH3:25])[C:16]([CH2:17][C:18]([CH3:21])([CH3:22])[C:19]([NH2:20])=[O:1])=[C:12]2[C:11]2[CH:10]=[CH:9][CH:8]=[N:7][C:6]=2[N:5]=1. (3) Given the reactants [CH:1]1([CH:7]=O)[CH2:6][CH2:5][CH2:4][CH2:3][CH2:2]1.[CH3:9][NH2:10].[BH4-].[Na+].[OH-].[Na+], predict the reaction product. The product is: [CH:1]1([CH2:7][NH:10][CH3:9])[CH2:6][CH2:5][CH2:4][CH2:3][CH2:2]1. (4) The product is: [Br:37][C:35]1[CH:34]=[CH:33][C:32]([F:38])=[C:31]([C@:27]2([CH2:29][F:30])[C@H:26]3[C@:24](/[CH:39]=[CH:45]/[C:46]([O:4][CH2:2][CH3:5])=[O:47])([CH2:25]3)[S:23][C:22]([N:13]([C:12]([O:11][C:7]([CH3:10])([CH3:9])[CH3:8])=[O:41])[CH2:14][O:15][CH2:16][CH2:17][Si:18]([CH3:19])([CH3:21])[CH3:20])=[N:28]2)[CH:36]=1. Given the reactants C[C:2]([CH3:5])([O-:4])C.[K+].[C:7]([O:11][C:12](=[O:41])[N:13]([C:22]1[S:23][C@:24]2([CH:39]=O)[C@H:26]([C@:27]([C:31]3[CH:36]=[C:35]([Br:37])[CH:34]=[CH:33][C:32]=3[F:38])([CH2:29][F:30])[N:28]=1)[CH2:25]2)[CH2:14][O:15][CH2:16][CH2:17][Si:18]([CH3:21])([CH3:20])[CH3:19])([CH3:10])([CH3:9])[CH3:8].[NH4+].[Cl-].C1C[O:47][CH2:46][CH2:45]1, predict the reaction product.